From a dataset of Forward reaction prediction with 1.9M reactions from USPTO patents (1976-2016). Predict the product of the given reaction. (1) Given the reactants Cl[P:2]([C:9]1[CH:14]=[CH:13][CH:12]=[CH:11][CH:10]=1)[C:3]1[CH:8]=[CH:7][CH:6]=[CH:5][CH:4]=1.C(N([CH2:20][CH3:21])CC)C.[CH3:22][O:23][CH2:24][CH2:25][NH2:26].C(Cl)Cl, predict the reaction product. The product is: [P:2]([N:26]([P:2]([C:21]1[CH:20]=[CH:14][CH:9]=[CH:10][CH:11]=1)[C:3]1[CH:8]=[CH:7][CH:6]=[CH:5][CH:4]=1)[CH2:25][CH2:24][O:23][CH3:22])([C:9]1[CH:14]=[CH:13][CH:12]=[CH:11][CH:10]=1)[C:3]1[CH:8]=[CH:7][CH:6]=[CH:5][CH:4]=1. (2) Given the reactants [NH2:1][C:2]1[C:3]([C:10]([NH:12][C:13](SC)=[NH:14])=[O:11])=[N:4][C:5]([Cl:9])=[C:6]([NH2:8])[N:7]=1.[NH2:17][C@H:18]1[CH2:23][CH2:22][CH2:21][N:20]([CH2:24][C:25]2[CH:30]=[CH:29][CH:28]=[CH:27][CH:26]=2)[CH2:19]1, predict the reaction product. The product is: [CH2:24]([N:20]1[CH2:21][CH2:22][CH2:23][C@H:18]([NH:17][C:13]([NH:12][C:10]([C:3]2[C:2]([NH2:1])=[N:7][C:6]([NH2:8])=[C:5]([Cl:9])[N:4]=2)=[O:11])=[NH:14])[CH2:19]1)[C:25]1[CH:26]=[CH:27][CH:28]=[CH:29][CH:30]=1. (3) Given the reactants Cl[C:2]1[N:3]=[C:4]([N:21]2[CH2:26][CH2:25][O:24][CH2:23][CH2:22]2)[C:5]2[CH:10]=[C:9]([CH2:11][N:12]3[CH2:17][CH2:16][N:15]([CH2:18][CH2:19][OH:20])[CH2:14][CH2:13]3)[S:8][C:6]=2[N:7]=1.CC1(C)C(C)(C)OB([C:35]2[CH:36]=[N:37][C:38]([NH2:41])=[N:39][CH:40]=2)O1, predict the reaction product. The product is: [NH2:41][C:38]1[N:39]=[CH:40][C:35]([C:2]2[N:3]=[C:4]([N:21]3[CH2:26][CH2:25][O:24][CH2:23][CH2:22]3)[C:5]3[CH:10]=[C:9]([CH2:11][N:12]4[CH2:17][CH2:16][N:15]([CH2:18][CH2:19][OH:20])[CH2:14][CH2:13]4)[S:8][C:6]=3[N:7]=2)=[CH:36][N:37]=1. (4) The product is: [C:6]([OH:5])(=[O:7])[CH3:19].[C:37]([OH:36])(=[O:51])[CH3:44].[C:50]([N:46]1[CH2:45][C:34]2[C:32]([N:28]3[CH2:27][CH2:26][N:42]([CH3:41])[CH2:31][CH2:29]3)=[N:13][C:12]([NH2:11])=[N:20][C:48]=2[CH2:47]1)(=[O:51])[CH3:49]. Given the reactants C([O:5][C:6](N1CC2C(Cl)=[N:13][C:12](Cl)=[N:11]C=2C1)=[O:7])(C)(C)C.[CH3:19][N:20]1CCNCC1.[CH3:26][CH2:27][N:28]([CH:32]([CH3:34])C)[CH:29]([CH3:31])C.C[O:36][C:37]1[CH:44]=CC([CH2:41][NH2:42])=CC=1.[CH3:45][N:46]1[C:50](=[O:51])[CH2:49][CH2:48][CH2:47]1, predict the reaction product.